From a dataset of Reaction yield outcomes from USPTO patents with 853,638 reactions. Predict the reaction yield, written as a fraction of the theoretical maximum amount of product (1.0 means a 100% yield; for example, 0.34 means a 34% yield). (1) The reactants are Cl.[NH2:2][C:3]1[CH:7]=[CH:6][NH:5][C:4]=1[C:8]([O:10]CC)=O.C(O)(=O)C.[CH:17](N)=[NH:18]. The catalyst is CCO. The product is [N:2]1[C:3]2[CH:7]=[CH:6][NH:5][C:4]=2[C:8](=[O:10])[NH:18][CH:17]=1. The yield is 0.800. (2) The reactants are [Br:1][C:2]1[CH:7]=[CH:6][C:5]([CH:8]([C:18]2[CH:23]=[CH:22][CH:21]=[CH:20][C:19]=2[CH3:24])[CH2:9][C:10]([CH:12]2[CH2:17][CH2:16][NH:15][CH2:14][CH2:13]2)=[O:11])=[CH:4][CH:3]=1.C(N(CC)C(C)C)(C)C.[C:34](Cl)(=[O:36])[CH3:35]. The catalyst is C(#N)C. The product is [C:34]([N:15]1[CH2:16][CH2:17][CH:12]([C:10](=[O:11])[CH2:9][CH:8]([C:5]2[CH:6]=[CH:7][C:2]([Br:1])=[CH:3][CH:4]=2)[C:18]2[CH:23]=[CH:22][CH:21]=[CH:20][C:19]=2[CH3:24])[CH2:13][CH2:14]1)(=[O:36])[CH3:35]. The yield is 0.950. (3) The reactants are [N+:1]([C:4]1[CH:5]=[C:6]([C:11]2[CH:16]=[CH:15][CH:14]=[CH:13][CH:12]=2)[C:7](O)=[N:8][CH:9]=1)([O-:3])=[O:2].P(Br)(Br)([Br:19])=O.P(Br)(Br)Br. The catalyst is O. The product is [Br:19][C:7]1[C:6]([C:11]2[CH:16]=[CH:15][CH:14]=[CH:13][CH:12]=2)=[CH:5][C:4]([N+:1]([O-:3])=[O:2])=[CH:9][N:8]=1. The yield is 0.620. (4) The reactants are [C:1](O)(C(F)(F)F)=O.[C:8]([C:10]1[CH:15]=[CH:14][C:13]([C:16]2[CH:21]=[CH:20][C:19]([C@H:22]3[C@H:27]([NH:28][S:29]([CH:32]([CH3:34])[CH3:33])(=[O:31])=[O:30])[CH2:26][CH2:25][NH:24][CH2:23]3)=[CH:18][CH:17]=2)=[CH:12][CH:11]=1)#[N:9].C=O.CCN(C(C)C)C(C)C.[BH-](OC(C)=O)(OC(C)=O)OC(C)=O.[Na+]. The catalyst is C(Cl)Cl. The product is [C:8]([C:10]1[CH:15]=[CH:14][C:13]([C:16]2[CH:17]=[CH:18][C:19]([C@H:22]3[C@H:27]([NH:28][S:29]([CH:32]([CH3:34])[CH3:33])(=[O:31])=[O:30])[CH2:26][CH2:25][N:24]([CH3:1])[CH2:23]3)=[CH:20][CH:21]=2)=[CH:12][CH:11]=1)#[N:9]. The yield is 0.540. (5) The reactants are [CH2:1]([O:8][C:9]1[C:10]([CH2:16][OH:17])=[N:11][C:12]([CH3:15])=[CH:13][CH:14]=1)[C:2]1[CH:7]=[CH:6][CH:5]=[CH:4][CH:3]=1. The catalyst is C(Cl)Cl.O=[Mn]=O. The product is [CH3:15][C:12]1[N:11]=[C:10]([CH:16]=[O:17])[C:9]([O:8][CH2:1][C:2]2[CH:7]=[CH:6][CH:5]=[CH:4][CH:3]=2)=[CH:14][CH:13]=1. The yield is 0.940. (6) The reactants are [Cl:1][C:2]1[C:7](Cl)=[N:6][CH:5]=[CH:4][N:3]=1.[NH2:9][NH2:10]. The catalyst is C(O)C. The product is [Cl:1][C:2]1[C:7]([NH:9][NH2:10])=[N:6][CH:5]=[CH:4][N:3]=1. The yield is 0.590. (7) The reactants are OC(C(F)(F)F)=O.[CH3:8][N:9]([CH3:29])[C@H:10]([C:22]1[CH:27]=[CH:26][CH:25]=[CH:24][C:23]=1[F:28])[C:11]([O:13][C@H](C1C=CC=CC=1)C)=[O:12]. The catalyst is C(O)C.[OH-].[OH-].[Pd+2]. The product is [CH3:8][N:9]([CH3:29])[C@H:10]([C:22]1[CH:27]=[CH:26][CH:25]=[CH:24][C:23]=1[F:28])[C:11]([OH:13])=[O:12]. The yield is 0.980. (8) The reactants are [F:1][C:2]1[C:3]([CH3:27])=[C:4]([C@:8]2([C:23](NO)=[O:24])[CH2:12][CH2:11][C:10]([C:13]3[CH:18]=[CH:17][N:16]=[C:15]([C:19]([F:22])([F:21])[F:20])[CH:14]=3)=[CH:9]2)[CH:5]=[CH:6][CH:7]=1.FC(F)(F)C1C=C(B(O)O)C=CN=1.[CH3:41][O:42]CCOC. The catalyst is C1(P(C2C=CC=CC=2)C2C=CC=CC=2)C=CC=CC=1.C1(P(C2C=CC=CC=2)C2C=CC=CC=2)C=CC=CC=1.C1(P(C2C=CC=CC=2)C2C=CC=CC=2)C=CC=CC=1.C1(P(C2C=CC=CC=2)C2C=CC=CC=2)C=CC=CC=1.[Pd].CO. The product is [F:1][C:2]1[C:3]([CH3:27])=[C:4]([C@:8]2([C:23]([O:42][CH3:41])=[O:24])[CH2:12][CH2:11][C:10]([C:13]3[CH:18]=[CH:17][N:16]=[C:15]([C:19]([F:20])([F:21])[F:22])[CH:14]=3)=[CH:9]2)[CH:5]=[CH:6][CH:7]=1. The yield is 0.630. (9) The reactants are P(Cl)(Cl)([Cl:3])=O.CN(C)[CH:8]=[O:9].[C:11]1([N:17]2[C:21](O)=[CH:20][C:19]([C:23]([F:26])([F:25])[F:24])=[N:18]2)[CH:16]=[CH:15][CH:14]=[CH:13][CH:12]=1. The catalyst is O. The product is [Cl:3][C:21]1[N:17]([C:11]2[CH:16]=[CH:15][CH:14]=[CH:13][CH:12]=2)[N:18]=[C:19]([C:23]([F:26])([F:25])[F:24])[C:20]=1[CH:8]=[O:9]. The yield is 0.791. (10) The reactants are [N+](C1C=CC(C([O:10][CH2:11][CH2:12][CH2:13][CH2:14][C@@H:15]([O:21][N+:22]([O-:24])=[O:23])[CH2:16][O:17][N+:18]([O-:20])=[O:19])=O)=CC=1)([O-])=O.C(O)C.C1COCC1.[OH-].[Na+]. The catalyst is C(OCC)(=O)C.O. The product is [N+:18]([O-:20])([O:17][CH2:16][C@H:15]([O:21][N+:22]([O-:24])=[O:23])[CH2:14][CH2:13][CH2:12][CH2:11][OH:10])=[O:19]. The yield is 0.860.